Dataset: CYP2C19 inhibition data for predicting drug metabolism from PubChem BioAssay. Task: Regression/Classification. Given a drug SMILES string, predict its absorption, distribution, metabolism, or excretion properties. Task type varies by dataset: regression for continuous measurements (e.g., permeability, clearance, half-life) or binary classification for categorical outcomes (e.g., BBB penetration, CYP inhibition). Dataset: cyp2c19_veith. (1) The compound is OC(CCCN1CCCCC1)(c1ccccc1)c1ccccc1. The result is 0 (non-inhibitor). (2) The molecule is COc1ccc(C(=O)N/N=C2/C(=O)c3c(C)cc(C)cc3CC2(C)C)cc1. The result is 1 (inhibitor). (3) The molecule is Cc1ncc(CNC(=O)N(CCCl)N=O)c(N)n1. The result is 0 (non-inhibitor). (4) The compound is O=c1nc(-c2ccccc2)cc(C(F)(F)F)[nH]1. The result is 0 (non-inhibitor). (5) The molecule is CC(C)C(=O)Nc1ccc(C(=O)NNC(=O)CCCOc2ccc(Cl)cc2Cl)cc1. The result is 1 (inhibitor). (6) The molecule is CCCCSc1nc(C)cc(C)c1S(=O)(=O)c1ccccc1C. The result is 1 (inhibitor). (7) The drug is O=[N+]([O-])c1ccc(C2C3C(c4ccccc4)=NC4(CCCCC4)N32)cc1. The result is 1 (inhibitor). (8) The molecule is NC[C@@H]1O[C@H](O[C@@H]2[C@H](N)C[C@H](N)[C@@H](O[C@@H]3O[C@H](CO)[C@@H](O)[C@H](N)[C@@H]3O)[C@H]2O)[C@@H](O)[C@H](O)[C@@H]1O. The result is 0 (non-inhibitor). (9) The molecule is CCn1c2ccccc2c2cc(/C=N/n3cn[nH]c3=S)ccc21. The result is 1 (inhibitor).